From a dataset of Forward reaction prediction with 1.9M reactions from USPTO patents (1976-2016). Predict the product of the given reaction. (1) Given the reactants C[O:2][C:3](=[O:28])[CH2:4][C:5]1[C:13]2[C:8](=[N:9][CH:10]=[CH:11][CH:12]=2)[N:7]([CH2:14][C:15]([C:17]2[CH:22]=[CH:21][C:20]([S:23]([CH3:26])(=[O:25])=[O:24])=[CH:19][CH:18]=2)=[O:16])[C:6]=1[CH3:27].[OH-].[Na+], predict the reaction product. The product is: [CH3:26][S:23]([C:20]1[CH:21]=[CH:22][C:17]([C:15](=[O:16])[CH2:14][N:7]2[C:8]3=[N:9][CH:10]=[CH:11][CH:12]=[C:13]3[C:5]([CH2:4][C:3]([OH:28])=[O:2])=[C:6]2[CH3:27])=[CH:18][CH:19]=1)(=[O:24])=[O:25]. (2) The product is: [C:16]([NH:20][C:2]1[CH:7]=[C:6]([F:8])[N:5]=[C:4]([NH2:9])[N:3]=1)([CH3:19])([CH3:18])[CH3:17]. Given the reactants F[C:2]1[CH:7]=[C:6]([F:8])[N:5]=[C:4]([NH2:9])[N:3]=1.C(=O)([O-])[O-].[K+].[K+].[C:16]([NH2:20])([CH3:19])([CH3:18])[CH3:17], predict the reaction product. (3) Given the reactants [CH:1]1([C:15]([O:17][CH3:18])=[O:16])[CH:6]=[CH:5][CH:4]([C:7]([O:9][CH3:10])=[O:8])[CH2:3][CH:2]1[C:11]([O:13][CH3:14])=[O:12].[H][H], predict the reaction product. The product is: [CH:1]1([C:15]([O:17][CH3:18])=[O:16])[CH2:6][CH2:5][CH:4]([C:7]([O:9][CH3:10])=[O:8])[CH2:3][CH:2]1[C:11]([O:13][CH3:14])=[O:12]. (4) The product is: [CH2:27]([O:26][C:22]1[CH:21]=[C:20]([C:18]2[N:3]3[N:4]=[CH:5][C:6]([C:7]([C:9]4[S:10][CH:11]=[CH:12][CH:13]=4)=[O:8])=[C:2]3[N:1]=[CH:16][CH:17]=2)[CH:25]=[CH:24][CH:23]=1)[CH3:28]. Given the reactants [NH2:1][C:2]1[C:6]([C:7]([C:9]2[S:10][CH:11]=[CH:12][CH:13]=2)=[O:8])=[CH:5][NH:4][N:3]=1.CN(C)[CH:16]=[CH:17][C:18]([C:20]1[CH:25]=[CH:24][CH:23]=[C:22]([O:26][CH2:27][CH3:28])[CH:21]=1)=O, predict the reaction product. (5) The product is: [OH:10][CH2:9][CH2:8][C:6]1[CH:5]=[CH:4][N:3]=[C:2]([CH3:1])[CH:7]=1. Given the reactants [CH3:1][C:2]1[CH:7]=[C:6]([CH2:8][C:9](OC)=[O:10])[CH:5]=[CH:4][N:3]=1.[H-].[Al+3].[Li+].[H-].[H-].[H-].O.O.O.O.O.O.O.O.O.O.S([O-])([O-])(=O)=O.[Na+].[Na+], predict the reaction product. (6) Given the reactants [Cl:1][C:2]1[CH:8]=[C:7]([O:9][C:10]2[C:19]3[C:14](=[CH:15][C:16]([O:22][CH3:23])=[C:17]([O:20][CH3:21])[CH:18]=3)[N:13]=[CH:12][N:11]=2)[CH:6]=[CH:5][C:3]=1[NH2:4].C(N(CC)CC)C.Cl[C:32](Cl)([O:34]C(=O)OC(Cl)(Cl)Cl)Cl.[NH2:43][C:44]1[O:48][N:47]=[C:46]([CH3:49])[CH:45]=1, predict the reaction product. The product is: [Cl:1][C:2]1[CH:8]=[C:7]([O:9][C:10]2[C:19]3[C:14](=[CH:15][C:16]([O:22][CH3:23])=[C:17]([O:20][CH3:21])[CH:18]=3)[N:13]=[CH:12][N:11]=2)[CH:6]=[CH:5][C:3]=1[NH:4][C:32]([NH:43][C:44]1[O:48][N:47]=[C:46]([CH3:49])[CH:45]=1)=[O:34]. (7) Given the reactants [CH2:1]([N:3]1[C:7]([C:8]2[S:18][C:11]3[N:12]=[CH:13][N:14]=[C:15]([S:16][CH3:17])[C:10]=3C=2)=[C:6]([C:19]2[CH:24]=[CH:23][CH:22]=[CH:21][CH:20]=2)[N:5]=[CH:4]1)[CH3:2].CSC1C2N=C(C=O)SC=2[N:30]=CN=1.CSC1C2C=C(C=O)SC=2N=CN=1, predict the reaction product. The product is: [CH2:1]([N:3]1[C:7]([C:8]2[S:18][C:11]3[N:12]=[CH:13][N:14]=[C:15]([S:16][CH3:17])[C:10]=3[N:30]=2)=[C:6]([C:19]2[CH:20]=[CH:21][CH:22]=[CH:23][CH:24]=2)[N:5]=[CH:4]1)[CH3:2]. (8) Given the reactants [C:1](Cl)(=[O:8])[C:2]1[CH:7]=[CH:6][CH:5]=[CH:4][CH:3]=1.[NH2:10][CH2:11][CH2:12][CH2:13][CH2:14][OH:15].C(N(CC)CC)C.C(=O)([O-])[O-].[Na+].[Na+], predict the reaction product. The product is: [OH:15][CH2:14][CH2:13][CH2:12][CH2:11][NH:10][C:1](=[O:8])[C:2]1[CH:7]=[CH:6][CH:5]=[CH:4][CH:3]=1. (9) Given the reactants Cl.[Cl:2][C:3]1[CH:4]=[C:5]([CH:15]([NH2:17])[CH3:16])[CH:6]=[N:7][C:8]=1[O:9][CH2:10][C:11]([F:14])([F:13])[F:12].[CH3:18][O:19][C:20]([C:22]1[CH:23]=[C:24]([CH:28]=[C:29]([CH3:31])[N:30]=1)[C:25](O)=[O:26])=[O:21], predict the reaction product. The product is: [Cl:2][C:3]1[CH:4]=[C:5]([CH:15]([NH:17][C:25]([C:24]2[CH:28]=[C:29]([CH3:31])[N:30]=[C:22]([C:20]([O:19][CH3:18])=[O:21])[CH:23]=2)=[O:26])[CH3:16])[CH:6]=[N:7][C:8]=1[O:9][CH2:10][C:11]([F:12])([F:13])[F:14]. (10) Given the reactants FC(F)(F)C(O)=O.[Cl:8][C:9]1[CH:14]=[C:13]2[NH:15][C:16](=[O:38])[C@:17]3([C@@H:21]([C:22]4[CH:27]=[CH:26][CH:25]=[C:24]([Cl:28])[C:23]=4[F:29])[C@H:20]([C:30]([OH:32])=O)[NH:19][C@H:18]3[CH2:33][C:34]([CH3:37])([CH3:36])[CH3:35])[C:12]2=[CH:11][CH:10]=1.C(N(C(C)C)CC)(C)C.C1(P(Cl)(C2C=CC=CC=2)=O)C=CC=CC=1.[CH3:63][O:64][C:65]1[CH:70]=[C:69]([O:71][CH2:72][CH2:73][S:74][CH3:75])[CH:68]=[CH:67][C:66]=1[NH2:76], predict the reaction product. The product is: [CH3:63][O:64][C:65]1[CH:70]=[C:69]([O:71][CH2:72][CH2:73][S:74][CH3:75])[CH:68]=[CH:67][C:66]=1[NH:76][C:30]([C@@H:20]1[NH:19][C@@H:18]([CH2:33][C:34]([CH3:37])([CH3:35])[CH3:36])[C@:17]2([C:12]3[C:13](=[CH:14][C:9]([Cl:8])=[CH:10][CH:11]=3)[NH:15][C:16]2=[O:38])[C@H:21]1[C:22]1[CH:27]=[CH:26][CH:25]=[C:24]([Cl:28])[C:23]=1[F:29])=[O:32].